This data is from NCI-60 drug combinations with 297,098 pairs across 59 cell lines. The task is: Regression. Given two drug SMILES strings and cell line genomic features, predict the synergy score measuring deviation from expected non-interaction effect. (1) Drug 1: CC1=C2C(C(=O)C3(C(CC4C(C3C(C(C2(C)C)(CC1OC(=O)C(C(C5=CC=CC=C5)NC(=O)C6=CC=CC=C6)O)O)OC(=O)C7=CC=CC=C7)(CO4)OC(=O)C)O)C)OC(=O)C. Drug 2: CS(=O)(=O)OCCCCOS(=O)(=O)C. Cell line: MALME-3M. Synergy scores: CSS=22.3, Synergy_ZIP=-8.92, Synergy_Bliss=-5.11, Synergy_Loewe=-3.80, Synergy_HSA=-4.91. (2) Drug 1: C1=CC(=CC=C1C#N)C(C2=CC=C(C=C2)C#N)N3C=NC=N3. Drug 2: C1CN(CCN1C(=O)CCBr)C(=O)CCBr. Synergy scores: CSS=12.2, Synergy_ZIP=-3.41, Synergy_Bliss=3.53, Synergy_Loewe=2.25, Synergy_HSA=4.00. Cell line: PC-3. (3) Drug 1: CCC1=CC2CC(C3=C(CN(C2)C1)C4=CC=CC=C4N3)(C5=C(C=C6C(=C5)C78CCN9C7C(C=CC9)(C(C(C8N6C)(C(=O)OC)O)OC(=O)C)CC)OC)C(=O)OC.C(C(C(=O)O)O)(C(=O)O)O. Drug 2: C1=CN(C(=O)N=C1N)C2C(C(C(O2)CO)O)O.Cl. Cell line: DU-145. Synergy scores: CSS=63.4, Synergy_ZIP=-8.19, Synergy_Bliss=-6.56, Synergy_Loewe=-6.35, Synergy_HSA=-4.14. (4) Drug 1: CCCS(=O)(=O)NC1=C(C(=C(C=C1)F)C(=O)C2=CNC3=C2C=C(C=N3)C4=CC=C(C=C4)Cl)F. Drug 2: C1=NC2=C(N=C(N=C2N1C3C(C(C(O3)CO)O)O)F)N. Cell line: KM12. Synergy scores: CSS=-3.16, Synergy_ZIP=1.34, Synergy_Bliss=-1.11, Synergy_Loewe=-3.13, Synergy_HSA=-4.36. (5) Drug 1: C1=NC2=C(N1)C(=S)N=C(N2)N. Drug 2: C1CN(CCN1C(=O)CCBr)C(=O)CCBr. Cell line: MALME-3M. Synergy scores: CSS=16.4, Synergy_ZIP=-6.51, Synergy_Bliss=-1.50, Synergy_Loewe=-8.40, Synergy_HSA=-2.73. (6) Drug 1: C1CC(=O)NC(=O)C1N2C(=O)C3=CC=CC=C3C2=O. Drug 2: CC1CCCC2(C(O2)CC(NC(=O)CC(C(C(=O)C(C1O)C)(C)C)O)C(=CC3=CSC(=N3)C)C)C. Cell line: A549. Synergy scores: CSS=51.0, Synergy_ZIP=2.37, Synergy_Bliss=0.707, Synergy_Loewe=-11.2, Synergy_HSA=1.97.